From a dataset of Full USPTO retrosynthesis dataset with 1.9M reactions from patents (1976-2016). Predict the reactants needed to synthesize the given product. Given the product [F:20][C:2]([F:1])([F:19])[C:3]1[CH:4]=[CH:5][C:6]([CH:9]2[C:18]3[C:13](=[CH:14][CH:15]=[CH:16][CH:17]=3)[CH2:12][CH2:11][N:10]2[C:31]([O:33][C:34]2[CH:39]=[CH:38][CH:37]=[CH:36][CH:35]=2)=[O:32])=[CH:7][CH:8]=1, predict the reactants needed to synthesize it. The reactants are: [F:1][C:2]([F:20])([F:19])[C:3]1[CH:8]=[CH:7][C:6]([CH:9]2[C:18]3[C:13](=[CH:14][CH:15]=[CH:16][CH:17]=3)[CH2:12][CH2:11][NH:10]2)=[CH:5][CH:4]=1.CCN(C(C)C)C(C)C.Cl[C:31]([O:33][C:34]1[CH:39]=[CH:38][CH:37]=[CH:36][CH:35]=1)=[O:32].